From a dataset of Full USPTO retrosynthesis dataset with 1.9M reactions from patents (1976-2016). Predict the reactants needed to synthesize the given product. (1) Given the product [CH3:1][O:2][C:3]([C@H:5]1[CH2:10][CH2:9][C@@H:8]([N:11]2[CH2:16][CH2:15][O:14][C:12]2=[O:13])[CH2:7][CH2:6]1)=[O:4], predict the reactants needed to synthesize it. The reactants are: [CH3:1][O:2][C:3]([C@H:5]1[CH2:10][CH2:9][C@@H:8]([NH:11][C:12]([O:14][CH2:15][CH2:16]Cl)=[O:13])[CH2:7][CH2:6]1)=[O:4].C(=O)([O-])[O-].[K+].[K+]. (2) Given the product [Br:32][C:29]1[CH:28]=[CH:27][C:26]([S:23]([O:22][C@@H:20]2[CH2:19][N:16]3[C:17](=[O:18])[C@@H:3]([NH:2][C:58]([O:57][C@@H:53]4[CH2:54][CH2:55][CH2:56][C@H:52]4[CH2:47][CH2:48][CH2:49][CH:50]=[CH2:51])=[O:59])[CH2:4][CH2:5][CH2:6][CH2:7][CH2:8][CH:9]=[CH:10][C@@H:11]4[CH2:34][C@@:12]4([C:35]([O:37][CH2:38][CH3:39])=[O:36])[NH:13][C:14](=[O:33])[C@@H:15]3[CH2:21]2)(=[O:25])=[O:24])=[CH:31][CH:30]=1, predict the reactants needed to synthesize it. The reactants are: Cl.[NH2:2][C@@H:3]1[C:17](=[O:18])[N:16]2[CH2:19][C@@H:20]([O:22][S:23]([C:26]3[CH:31]=[CH:30][C:29]([Br:32])=[CH:28][CH:27]=3)(=[O:25])=[O:24])[CH2:21][C@H:15]2[C:14](=[O:33])[NH:13][C@:12]2([C:35]([O:37][CH2:38][CH3:39])=[O:36])[CH2:34][C@H:11]2[CH:10]=[CH:9][CH2:8][CH2:7][CH2:6][CH2:5][CH2:4]1.CCN(CC)CC.[CH2:47]([C@@H:52]1[CH2:56][CH2:55][CH2:54][C@H:53]1[O:57][C:58](ON1C(=O)CCC1=O)=[O:59])[CH2:48][CH2:49][CH:50]=[CH2:51].Cl. (3) Given the product [NH2:21][C@H:18]1[CH2:19][CH2:20][C@H:15]([NH:14][C:13]2[C:12]3[C:7](=[CH:8][CH:9]=[C:10]([C:29]4[CH:30]=[C:31]([F:37])[C:32]([OH:36])=[C:33]([F:35])[CH:34]=4)[CH:11]=3)[N:6]=[CH:5][C:4]=2[C:1](=[O:3])[CH3:2])[CH2:16][CH2:17]1, predict the reactants needed to synthesize it. The reactants are: [C:1]([C:4]1[CH:5]=[N:6][C:7]2[C:12]([C:13]=1[NH:14][C@H:15]1[CH2:20][CH2:19][C@H:18]([NH:21]C(=O)OC(C)(C)C)[CH2:17][CH2:16]1)=[CH:11][C:10]([C:29]1[CH:34]=[C:33]([F:35])[C:32]([OH:36])=[C:31]([F:37])[CH:30]=1)=[CH:9][CH:8]=2)(=[O:3])[CH3:2].C(O)(C(F)(F)F)=O. (4) Given the product [NH2:13][C:11]1[S:12][C:8]2[CH:7]=[C:6]([C:4]([OH:5])([CH2:16][CH3:17])[CH2:23][CH3:24])[CH:15]=[CH:14][C:9]=2[N:10]=1, predict the reactants needed to synthesize it. The reactants are: C(O[C:4]([C:6]1[CH:15]=[CH:14][C:9]2[N:10]=[C:11]([NH2:13])[S:12][C:8]=2[CH:7]=1)=[O:5])C.[CH2:16]([Mg]Br)[CH3:17].[NH4+].[Cl-].O1CCO[CH2:24][CH2:23]1. (5) Given the product [F:36][C:37]([F:44])([F:43])[C:38]([NH:3][CH2:2][CH2:1][NH:4][C:7]([CH2:9][O:10][C@@H:11]1[C@H:15]([OH:16])[C@@H:14]([CH2:17][OH:18])[O:13][C@H:12]1[N:19]1[CH:26]=[CH:25][C:23](=[O:24])[NH:22][C:20]1=[O:21])=[O:8])=[O:39], predict the reactants needed to synthesize it. The reactants are: [CH2:1]([NH2:4])[CH2:2][NH2:3].CO[C:7]([CH2:9][O:10][C@@H:11]1[C@H:15]([OH:16])[C@@H:14]([CH2:17][OH:18])[O:13][C@H:12]1[N:19]1[CH:26]=[CH:25][C:23](=[O:24])[N:22](COC(=O)C(C)(C)C)[C:20]1=[O:21])=[O:8].N.[F:36][C:37]([F:44])([F:43])[C:38](OCC)=[O:39].